Dataset: Reaction yield outcomes from USPTO patents with 853,638 reactions. Task: Predict the reaction yield, written as a fraction of the theoretical maximum amount of product (1.0 means a 100% yield; for example, 0.34 means a 34% yield). The reactants are P(Cl)(Cl)([Cl:3])=O.[CH2:6]([O:13][C:14]1[CH:23]=[C:22]2[C:17]([C:18](=O)[CH:19]=[CH:20][NH:21]2)=[CH:16][C:15]=1[O:25][CH3:26])[C:7]1[CH:12]=[CH:11][CH:10]=[CH:9][CH:8]=1. No catalyst specified. The product is [CH2:6]([O:13][C:14]1[CH:23]=[C:22]2[C:17]([C:18]([Cl:3])=[CH:19][CH:20]=[N:21]2)=[CH:16][C:15]=1[O:25][CH3:26])[C:7]1[CH:12]=[CH:11][CH:10]=[CH:9][CH:8]=1. The yield is 0.210.